This data is from Experimentally validated miRNA-target interactions with 360,000+ pairs, plus equal number of negative samples. The task is: Binary Classification. Given a miRNA mature sequence and a target amino acid sequence, predict their likelihood of interaction. (1) The protein sequence of the target gene is MSGSSRRLLWAATCLAVLCVSAAQPNITTLAPNVTEVPTTTTKVVPTTQMPTVLPETCASFNSCVSCVNATFTNNITCFWLHCQEANKTYCANEPLSNCSQVNRTDLCSVIPPTTPVPTNSTAKPTTRPSSPTPTPSVVTSAGTTNTTLTPTSQPERKSTFDAASFIGGIVLVLGVQAVIFFLYKFCKSKERNYHTL. Result: 0 (no interaction). The miRNA is hsa-miR-657 with sequence GGCAGGUUCUCACCCUCUCUAGG. (2) The miRNA is hsa-miR-3174 with sequence UAGUGAGUUAGAGAUGCAGAGCC. The protein sequence of the target gene is MAGSRLETVGSIFSRTRDLVRAGVLKEKPLWFDVYDAFPPLREPVFQRPRVRYGKAKAPIQDIWYHEDRIRAKFYSVYGSGQRAFDLFNPNFKSTCQRFVEKYTELQKLGETDEEKLFVETGKALLAEGVILRRVGEARTQHGGSHVSRKSEHLSVRPQTALEENETQKEVPQDQHLEAPADQSKGLLPP. Result: 1 (interaction). (3) The miRNA is hsa-miR-5695 with sequence ACUCCAAGAAGAAUCUAGACAG. The protein sequence of the target gene is MSFNLQSSKKLFIFLGKSLFSLLEAMIFALLPKPRKNVAGEIVLITGAGSGLGRLLALQFARLGSVLVLWDINKEGNEETCKMAREAGATRVHAYTCDCSQKEGVYRVADQVKKEVGDVSILINNAGIVTGKKFLDCPDELMEKSFDVNFKAHLWTYKAFLPAMIANDHGHLVCISSSAGLSGVNGLADYCASKFAAFGFAESVFVETFVQKQKGIKTTIVCPFFIKTGMFEGCTTGCPSLLPILEPKYAVEKIVEAILQEKMYLYMPKLLYFMMFLKSFLPLKTGLLIADYLGILHAMD.... Result: 1 (interaction). (4) The miRNA is hsa-miR-4431 with sequence GCGACUCUGAAAACUAGAAGGU. The protein sequence of the target gene is MSQKMAKEGPRLSKNQKFSEHFSIHCCPPFTFLNSKREIVDRKYSICKSGCFYQKKEEDWICCACQKTSRRATSPQRPKHQPAASPVVVRAPPAKPKSPLMPAKPRSPPRPAKPRSPSRTERQPRPRPEVRPPPAKQKPPQKSKQPARSSPLRGPGTSRGGSPTRAPRFW. Result: 0 (no interaction). (5) The miRNA is mmu-miR-466i-5p with sequence UGUGUGUGUGUGUGUGUGUG. The protein sequence of the target gene is MAFPHLQQPSFLLASLKADSINKPFAQRCQDLVKVIEDFPAKELHAVFPWLVESIFGSLDGVLVGWNLRCLQGRVNPVEYSTAMEFLDPSGPMMKLVYKLQAEDYNFDFPVSCLPGPVKASIQENVLPDSPLYHNKVQFPPTGGLGLNLALNPFEYYMFYFALSLISQKPMSMTLHVRTSDCAYFTLVDRYLSWFLPTEGSVPPPLCSSPGGSSPSPAPRTPAMPFASYGLHTSLLKRHISHQTSVNADPASHEIWRSETLLQVFVEMWLHHYSLEMYQKMQSPHAKLEVLHYRLTVSSA.... Result: 1 (interaction). (6) The miRNA is mmu-miR-3102-5p with sequence GUGAGUGGCCAGGGUGGGGCUG. The protein sequence of the target gene is MSCKKRKSQISFNPRKNKKIKDYFSQVPKEEQNDPNTVKVDSKKMPRDITNTRDQRPLSPRKTRQDQTPPLNKKITVTLGVNSRKHKNMKYELTCRETSSLYAALNTLSAVREEVESQKGREMLVCGKEGIEGYLNLGMPVCCIPEGSHVVITFCQCKSKTQENKQFFESQDQASTNYVRFCIHAVGSKRKKILKCGELQKEGNKLCVYGFKGETIRDTLRKDGRFCTFIESDDWKLINDLDTIIENTQPVDELEGKLFQVAAELPKNPRVVSVTQNSGSENRNFHKLEEYIVNEYTTLK.... Result: 0 (no interaction).